This data is from Peptide-MHC class II binding affinity with 134,281 pairs from IEDB. The task is: Regression. Given a peptide amino acid sequence and an MHC pseudo amino acid sequence, predict their binding affinity value. This is MHC class II binding data. (1) The peptide sequence is EYAATHNPWASQLG. The MHC is DRB1_0901 with pseudo-sequence DRB1_0901. The binding affinity (normalized) is 0.225. (2) The peptide sequence is ECGKKLASFTPVIQD. The MHC is DRB1_0101 with pseudo-sequence DRB1_0101. The binding affinity (normalized) is 0.434. (3) The peptide sequence is DKDAFGGVYSGPSLLD. The MHC is DRB1_0701 with pseudo-sequence DRB1_0701. The binding affinity (normalized) is 0.0526. (4) The peptide sequence is AAATAGTTVYGAAAA. The MHC is HLA-DQA10501-DQB10301 with pseudo-sequence HLA-DQA10501-DQB10301. The binding affinity (normalized) is 0.535.